From a dataset of Catalyst prediction with 721,799 reactions and 888 catalyst types from USPTO. Predict which catalyst facilitates the given reaction. (1) Reactant: [CH3:1][C:2]1([CH3:21])[CH:6]([C:7]2[CH:12]=[CH:11][CH:10]=[CH:9][CH:8]=2)[C:5]2[C:13]([CH3:20])=[C:14]([NH2:19])[C:15]([CH3:18])=[C:16]([CH3:17])[C:4]=2[O:3]1.[F:22][C:23]1[CH:31]=[CH:30][C:26]([C:27](Cl)=[O:28])=[CH:25][CH:24]=1. Product: [F:22][C:23]1[CH:31]=[CH:30][C:26]([C:27]([NH:19][C:14]2[C:15]([CH3:18])=[C:16]([CH3:17])[C:4]3[O:3][C:2]([CH3:21])([CH3:1])[CH:6]([C:7]4[CH:8]=[CH:9][CH:10]=[CH:11][CH:12]=4)[C:5]=3[C:13]=2[CH3:20])=[O:28])=[CH:25][CH:24]=1. The catalyst class is: 13. (2) Reactant: [CH2:1]([C:3]1([C:13]2[C:14](=[O:25])[N:15]([CH3:24])[N:16]=[C:17]([CH3:23])[C:18]=2S(C)(=O)=O)[CH:8]=[C:7]([CH2:9][CH3:10])[CH:6]=[C:5]([CH2:11][CH3:12])[CH2:4]1)[CH3:2].CN1CCCC1=[O:32].[OH-].[Na+]. Product: [CH2:1]([C:3]1([C:13]2[C:14](=[O:25])[N:15]([CH3:24])[N:16]=[C:17]([CH3:23])[C:18]=2[OH:32])[CH:8]=[C:7]([CH2:9][CH3:10])[CH:6]=[C:5]([CH2:11][CH3:12])[CH2:4]1)[CH3:2]. The catalyst class is: 6. (3) Reactant: [CH2:1]([NH:3][C:4]1[N:9]=[C:8]([C:10]2[CH:11]=[C:12]([C:17]([OH:19])=O)[C:13](=[O:16])[NH:14][N:15]=2)[CH:7]=[CH:6][N:5]=1)[CH3:2].CN(C=O)C.C(N(CC)CC)C.[Cl:32][C:33]1[CH:38]=[CH:37][C:36]([NH2:39])=[C:35]([NH2:40])[CH:34]=1. Product: [NH2:40][C:35]1[CH:34]=[C:33]([Cl:32])[CH:38]=[CH:37][C:36]=1[NH:39][C:17]([C:12]1[C:13](=[O:16])[NH:14][N:15]=[C:10]([C:8]2[CH:7]=[CH:6][N:5]=[C:4]([NH:3][CH2:1][CH3:2])[N:9]=2)[CH:11]=1)=[O:19]. The catalyst class is: 6.